Dataset: Peptide-MHC class II binding affinity with 134,281 pairs from IEDB. Task: Regression. Given a peptide amino acid sequence and an MHC pseudo amino acid sequence, predict their binding affinity value. This is MHC class II binding data. (1) The peptide sequence is QVPSASMGRDIKVQF. The MHC is DRB1_1101 with pseudo-sequence DRB1_1101. The binding affinity (normalized) is 0.353. (2) The MHC is DRB1_0802 with pseudo-sequence DRB1_0802. The binding affinity (normalized) is 0.0941. The peptide sequence is DPMVQIPRLVANNTR. (3) The binding affinity (normalized) is 0.534. The peptide sequence is EKKYFAGTQFEPLAA. The MHC is DRB1_0101 with pseudo-sequence DRB1_0101. (4) The peptide sequence is AAKEDFLGCLVKEIP. The MHC is DRB5_0101 with pseudo-sequence QEFFIASGAAVDAIMQDYFHDYDFDRATYHVGFT. The binding affinity (normalized) is 0.243. (5) The binding affinity (normalized) is 0.0912. The peptide sequence is RLIHSLSNVKNQSLG. The MHC is DRB3_0101 with pseudo-sequence DRB3_0101. (6) The peptide sequence is ALRVIAGALEVHAVK. The MHC is HLA-DPA10301-DPB10402 with pseudo-sequence HLA-DPA10301-DPB10402. The binding affinity (normalized) is 0.266. (7) The peptide sequence is PLMSSKFPELGMNPS. The MHC is HLA-DPA10103-DPB10401 with pseudo-sequence HLA-DPA10103-DPB10401. The binding affinity (normalized) is 0.803. (8) The peptide sequence is AELQIVDKIDAAFKI. The MHC is DRB1_1302 with pseudo-sequence DRB1_1302. The binding affinity (normalized) is 0.553.